Predict the product of the given reaction. From a dataset of Forward reaction prediction with 1.9M reactions from USPTO patents (1976-2016). Given the reactants [F:1][C:2]1[CH:7]=[CH:6][C:5]([C:8]2[N:9]=[C:10]([C@H:16]3[CH2:21][CH2:20][NH:19][CH2:18][C@H:17]3[F:22])[N:11]([CH2:13][CH2:14][OH:15])[CH:12]=2)=[CH:4][C:3]=1[CH3:23].Cl[C:25]1[N:30]=[CH:29][N:28]=[C:27]([NH2:31])[C:26]=1[CH:32]([CH3:34])[CH3:33], predict the reaction product. The product is: [NH2:31][C:27]1[N:28]=[CH:29][N:30]=[C:25]([N:19]2[CH2:20][CH2:21][C@H:16]([C:10]3[N:11]([CH2:13][CH2:14][OH:15])[CH:12]=[C:8]([C:5]4[CH:6]=[CH:7][C:2]([F:1])=[C:3]([CH3:23])[CH:4]=4)[N:9]=3)[C@H:17]([F:22])[CH2:18]2)[C:26]=1[CH:32]([CH3:34])[CH3:33].